From a dataset of Reaction yield outcomes from USPTO patents with 853,638 reactions. Predict the reaction yield, written as a fraction of the theoretical maximum amount of product (1.0 means a 100% yield; for example, 0.34 means a 34% yield). (1) The reactants are NC1(C2C=CC(C3C(C4C=CC=CC=4)=CC4C(=O)CCCC=4N=3)=CC=2)CCC1.C(OC(=O)[NH:35][C:36]1([C:40]2[CH:45]=[CH:44][C:43]([C:46]3[N:51]=[C:50]4[CH2:52][CH2:53][CH2:54][CH2:55][C:56](=[O:57])[C:49]4=[CH:48][C:47]=3[C:58]3[CH:63]=[CH:62][CH:61]=[CH:60][CH:59]=3)=[CH:42][CH:41]=2)[CH2:39][CH2:38][CH2:37]1)(C)(C)C. No catalyst specified. The product is [NH2:35][C:36]1([C:40]2[CH:41]=[CH:42][C:43]([C:46]3[N:51]=[C:50]4[CH2:52][CH2:53][CH2:54][CH2:55][C:56](=[O:57])[C:49]4=[CH:48][C:47]=3[C:58]3[CH:59]=[CH:60][CH:61]=[CH:62][CH:63]=3)=[CH:44][CH:45]=2)[CH2:39][CH2:38][CH2:37]1. The yield is 1.00. (2) The reactants are [CH3:1][N:2]1[C:10]2[C:5](=[CH:6][CH:7]=[CH:8][CH:9]=2)[CH:4]=[C:3]1B(O)O.I[C:15]1[CH:20]=[CH:19][C:18]([CH2:21][C:22]([NH:24][C@@H:25]([C:27]2[CH:32]=[CH:31][C:30]([O:33][CH2:34][C:35]([F:38])([F:37])[F:36])=[CH:29][N:28]=2)[CH3:26])=[O:23])=[CH:17][CH:16]=1.ON1C2N=CC=CC=2N=N1.[O-]P([O-])([O-])=O.[K+].[K+].[K+]. The catalyst is O.CCOC(C)=O.C1C=CC(/C=C/C(/C=C/C2C=CC=CC=2)=O)=CC=1.C1C=CC(/C=C/C(/C=C/C2C=CC=CC=2)=O)=CC=1.C1C=CC(/C=C/C(/C=C/C2C=CC=CC=2)=O)=CC=1.[Pd].[Pd].C1(P(C2CCCCC2)C2CCCCC2)CCCCC1.O1CCOCC1. The product is [CH3:1][N:2]1[C:10]2[C:5](=[CH:6][CH:7]=[CH:8][CH:9]=2)[CH:4]=[C:3]1[C:15]1[CH:16]=[CH:17][C:18]([CH2:21][C:22]([NH:24][C@@H:25]([C:27]2[CH:32]=[CH:31][C:30]([O:33][CH2:34][C:35]([F:38])([F:36])[F:37])=[CH:29][N:28]=2)[CH3:26])=[O:23])=[CH:19][CH:20]=1. The yield is 0.790.